This data is from Full USPTO retrosynthesis dataset with 1.9M reactions from patents (1976-2016). The task is: Predict the reactants needed to synthesize the given product. (1) Given the product [Cl:13][C:9]1[CH:8]=[CH:7][N:6]=[C:5]2[NH:1][N:2]=[CH:3][C:4]=12, predict the reactants needed to synthesize it. The reactants are: [NH:1]1[C:5]2=[N+:6]([O-])[CH:7]=[CH:8][CH:9]=[C:4]2[CH:3]=[N:2]1.O=P(Cl)(Cl)[Cl:13]. (2) Given the product [F:1][C:2]1[CH:3]=[C:4]([O:11][CH2:17][C:16]2[CH:19]=[CH:20][C:13]([F:12])=[CH:14][CH:15]=2)[CH:5]=[CH:6][C:7]=1[N+:8]([O-:10])=[O:9], predict the reactants needed to synthesize it. The reactants are: [F:1][C:2]1[CH:3]=[C:4]([OH:11])[CH:5]=[CH:6][C:7]=1[N+:8]([O-:10])=[O:9].[F:12][C:13]1[CH:20]=[CH:19][C:16]([CH2:17]Cl)=[CH:15][CH:14]=1.C(=O)([O-])[O-].[K+].[K+]. (3) Given the product [F:24][C:25]1[CH:30]=[CH:29][CH:28]=[C:27]([F:31])[C:26]=1[C:32]1[CH:40]=[CH:39][CH:38]=[C:37]2[C:33]=1/[C:34](=[CH:14]/[C:11]1[NH:10][C:7]3[CH2:8][CH2:9][N:4]([CH2:3][C@@H:2]([OH:1])[CH2:17][N:18]4[CH2:19][CH2:20][O:21][CH2:22][CH2:23]4)[C:5](=[O:16])[C:6]=3[C:12]=1[CH3:13])/[C:35](=[O:41])[NH:36]2, predict the reactants needed to synthesize it. The reactants are: [OH:1][C@@H:2]([CH2:17][N:18]1[CH2:23][CH2:22][O:21][CH2:20][CH2:19]1)[CH2:3][N:4]1[CH2:9][CH2:8][C:7]2[NH:10][C:11]([CH:14]=O)=[C:12]([CH3:13])[C:6]=2[C:5]1=[O:16].[F:24][C:25]1[CH:30]=[CH:29][CH:28]=[C:27]([F:31])[C:26]=1[C:32]1[CH:40]=[CH:39][CH:38]=[C:37]2[C:33]=1[CH2:34][C:35](=[O:41])[NH:36]2. (4) Given the product [C:28]([O:27][C:25]([N:1]1[CH2:2][CH2:3][CH:4]([N:7]2[C:11]3[CH:12]=[CH:13][CH:14]=[CH:15][C:10]=3[NH:9][C:8]2=[O:16])[CH2:5][CH2:6]1)=[O:24])([CH3:31])([CH3:30])[CH3:29], predict the reactants needed to synthesize it. The reactants are: [NH:1]1[CH2:6][CH2:5][CH:4]([N:7]2[C:11]3[CH:12]=[CH:13][CH:14]=[CH:15][C:10]=3[NH:9][C:8]2=[O:16])[CH2:3][CH2:2]1.CCN(CC)CC.[O:24](C(OC(C)(C)C)=O)[C:25]([O:27][C:28]([CH3:31])([CH3:30])[CH3:29])=O. (5) Given the product [CH3:19][N:18]([CH2:17][CH2:16][O:3][C:4]1[CH:5]=[C:6]([CH:11]=[CH:12][C:13]=1[I:14])[C:7]([O:9][CH3:10])=[O:8])[CH3:20], predict the reactants needed to synthesize it. The reactants are: [H-].[Na+].[OH:3][C:4]1[CH:5]=[C:6]([CH:11]=[CH:12][C:13]=1[I:14])[C:7]([O:9][CH3:10])=[O:8].Cl[CH2:16][CH2:17][N:18]([CH3:20])[CH3:19]. (6) Given the product [CH3:1][O:2][C:3]([C:5]1[CH:10]=[CH:9][C:8]([C:11]2[CH:16]=[CH:15][C:14]([OH:17])=[CH:13][C:12]=2[Br:19])=[CH:7][CH:6]=1)=[O:4], predict the reactants needed to synthesize it. The reactants are: [CH3:1][O:2][C:3]([C:5]1[CH:10]=[CH:9][C:8]([C:11]2[CH:16]=[CH:15][C:14]([O:17]C)=[CH:13][C:12]=2[Br:19])=[CH:7][CH:6]=1)=[O:4].B(Br)(Br)Br.